Dataset: Peptide-MHC class II binding affinity with 134,281 pairs from IEDB. Task: Regression. Given a peptide amino acid sequence and an MHC pseudo amino acid sequence, predict their binding affinity value. This is MHC class II binding data. (1) The peptide sequence is TLGSTSADEVQRMMA. The MHC is HLA-DQA10102-DQB10602 with pseudo-sequence HLA-DQA10102-DQB10602. The binding affinity (normalized) is 0.369. (2) The peptide sequence is RTLNKIVYIKPAKNI. The MHC is DRB1_1602 with pseudo-sequence DRB1_1602. The binding affinity (normalized) is 0.539. (3) The peptide sequence is INEPTAAAIAYGVDR. The MHC is HLA-DQA10102-DQB10602 with pseudo-sequence HLA-DQA10102-DQB10602. The binding affinity (normalized) is 0.673. (4) The peptide sequence is LSPLTKGILGFVFTL. The MHC is DRB5_0101 with pseudo-sequence DRB5_0101. The binding affinity (normalized) is 0.310. (5) The peptide sequence is AAPGAAVASAAAPAS. The MHC is HLA-DPA10201-DPB10501 with pseudo-sequence HLA-DPA10201-DPB10501. The binding affinity (normalized) is 0. (6) The peptide sequence is AEAPAAAAAPEEQVQ. The MHC is HLA-DPA10201-DPB10501 with pseudo-sequence HLA-DPA10201-DPB10501. The binding affinity (normalized) is 0.209. (7) The peptide sequence is GRGSGSSFEIKSTKPEASSG. The MHC is DRB3_0202 with pseudo-sequence DRB3_0202. The binding affinity (normalized) is 0.246. (8) The peptide sequence is FRHLAREKNPRLCTK. The MHC is DRB3_0202 with pseudo-sequence DRB3_0202. The binding affinity (normalized) is 0.442. (9) The peptide sequence is VKQNTLKLATGMRNV. The MHC is DRB1_1201 with pseudo-sequence DRB1_1201. The binding affinity (normalized) is 0.118. (10) The peptide sequence is VPFVQWFVGLSPTVW. The MHC is DRB1_0801 with pseudo-sequence DRB1_0801. The binding affinity (normalized) is 0.277.